Dataset: Reaction yield outcomes from USPTO patents with 853,638 reactions. Task: Predict the reaction yield, written as a fraction of the theoretical maximum amount of product (1.0 means a 100% yield; for example, 0.34 means a 34% yield). (1) The reactants are [CH3:1][N:2]([CH2:13][C:14]1[N:15]=[C:16]2[CH:21]=[CH:20][CH:19]=[C:18]([N:22]3[CH2:27][CH2:26][N:25]([CH3:28])[CH2:24][CH2:23]3)[N:17]2[CH:29]=1)[CH:3]1[C:8]2=[N:9][CH:10]=[CH:11][CH:12]=[C:7]2[O:6][CH2:5][CH2:4]1.C=O.[C:32](O)(=[O:34])C. The catalyst is ClCCCl. The product is [O:6]1[C:7]2[C:8](=[N:9][CH:10]=[CH:11][CH:12]=2)[CH:3]([N:2]([CH2:13][C:14]2[N:15]=[C:16]3[CH:21]=[CH:20][CH:19]=[C:18]([N:22]4[CH2:23][CH2:24][N:25]([CH3:28])[CH2:26][CH2:27]4)[N:17]3[C:29]=2[CH2:32][OH:34])[CH3:1])[CH2:4][CH2:5]1. The yield is 0.0800. (2) The reactants are [C:1]([C:4]1[C:14]([F:15])=[CH:13][C:7]2[O:8][CH2:9][C:10](=[O:12])[NH:11][C:6]=2[CH:5]=1)(=[O:3])[CH3:2].C([O-])([O-])=O.[K+].[K+].Br[CH:23]([CH3:29])[C:24]([O:26][CH2:27][CH3:28])=[O:25]. The catalyst is CC(C)=O. The product is [C:1]([C:4]1[C:14]([F:15])=[CH:13][C:7]2[O:8][CH2:9][C:10](=[O:12])[N:11]([CH:23]([CH3:29])[C:24]([O:26][CH2:27][CH3:28])=[O:25])[C:6]=2[CH:5]=1)(=[O:3])[CH3:2]. The yield is 0.744. (3) The reactants are [CH2:1]([N:8]1[C:16]2[C:11](=[CH:12][C:13]([C:17]3[CH:22]=[CH:21][CH:20]=[CH:19][CH:18]=3)=[CH:14][CH:15]=2)[C:10]([C:23](=[O:29])[C:24]([O:26]CC)=[O:25])=[CH:9]1)[C:2]1[CH:7]=[CH:6][CH:5]=[CH:4][CH:3]=1.[OH-].[K+]. The catalyst is C1COCC1.O. The product is [CH2:1]([N:8]1[C:16]2[C:11](=[CH:12][C:13]([C:17]3[CH:18]=[CH:19][CH:20]=[CH:21][CH:22]=3)=[CH:14][CH:15]=2)[C:10]([C:23](=[O:29])[C:24]([OH:26])=[O:25])=[CH:9]1)[C:2]1[CH:3]=[CH:4][CH:5]=[CH:6][CH:7]=1. The yield is 0.620.